This data is from Full USPTO retrosynthesis dataset with 1.9M reactions from patents (1976-2016). The task is: Predict the reactants needed to synthesize the given product. (1) Given the product [C:16]1([C:22]2[CH:23]=[CH:24][C:25]([CH2:26][N:7]3[CH2:6][CH:5]4[CH2:1][N:2]([C:9]([O:11][C:12]([CH3:15])([CH3:14])[CH3:13])=[O:10])[CH2:3][CH:4]4[CH2:8]3)=[CH:28][CH:29]=2)[CH:17]=[CH:18][CH:19]=[CH:20][CH:21]=1, predict the reactants needed to synthesize it. The reactants are: [CH2:1]1[CH:5]2[CH2:6][NH:7][CH2:8][CH:4]2[CH2:3][N:2]1[C:9]([O:11][C:12]([CH3:15])([CH3:14])[CH3:13])=[O:10].[C:16]1([C:22]2[CH:29]=[CH:28][C:25]([CH:26]=O)=[CH:24][CH:23]=2)[CH:21]=[CH:20][CH:19]=[CH:18][CH:17]=1.C(O[BH-](OC(=O)C)OC(=O)C)(=O)C.[Na+].ClCCCl. (2) Given the product [Cl:33][C:30]1[CH:31]=[CH:32][C:27]([CH:10]2[C:5]3[N:6]([CH:7]([CH3:9])[CH3:8])[C:2]([C:39]4[C:40]([O:42][CH3:43])=[N:41][C:36]([O:35][CH3:34])=[N:37][CH:38]=4)=[N:3][C:4]=3[C:12](=[O:13])[N:11]2[C:14]2[CH:15]=[C:16]([CH3:26])[C:17]3[N:18]([C:20]([CH:23]([F:24])[F:25])=[N:21][N:22]=3)[CH:19]=2)=[CH:28][CH:29]=1, predict the reactants needed to synthesize it. The reactants are: Br[C:2]1[N:6]([CH:7]([CH3:9])[CH3:8])[C:5]2[CH:10]([C:27]3[CH:32]=[CH:31][C:30]([Cl:33])=[CH:29][CH:28]=3)[N:11]([C:14]3[CH:15]=[C:16]([CH3:26])[C:17]4[N:18]([C:20]([CH:23]([F:25])[F:24])=[N:21][N:22]=4)[CH:19]=3)[C:12](=[O:13])[C:4]=2[N:3]=1.[CH3:34][O:35][C:36]1[N:41]=[C:40]([O:42][CH3:43])[C:39](B(O)O)=[CH:38][N:37]=1. (3) Given the product [Cl:3][C:14]1[N:13]=[CH:12][N:11]=[C:8]2[NH:9][N:10]=[CH:6][C:7]=12, predict the reactants needed to synthesize it. The reactants are: P(Cl)(Cl)([Cl:3])=O.[CH:6]1[C:7]2[C:14](=O)[NH:13][CH:12]=[N:11][C:8]=2[NH:9][N:10]=1.CN(C)C1C=CC=CC=1. (4) Given the product [OH:24][CH2:23][C@H:20]1[CH2:21][N:22]([C:32]([O:31][C:28]([CH3:30])([CH3:29])[CH3:27])=[O:33])[C@H:17]([CH3:16])[CH2:18][CH2:19]1, predict the reactants needed to synthesize it. The reactants are: [C@]12(CS(O)(=O)=O)C(C)(C)C(CC1)CC2=O.[CH3:16][C@H:17]1[NH:22][CH2:21][C@H:20]([CH2:23][OH:24])[CH2:19][CH2:18]1.[OH-].[Na+].[CH3:27][C:28]([O:31][C:32](O[C:32]([O:31][C:28]([CH3:30])([CH3:29])[CH3:27])=[O:33])=[O:33])([CH3:30])[CH3:29].